This data is from Catalyst prediction with 721,799 reactions and 888 catalyst types from USPTO. The task is: Predict which catalyst facilitates the given reaction. (1) Product: [Cl:8][C:6]1[N:5]=[C:4]([NH2:9])[N:3]=[C:2]([NH:13][CH:10]([CH3:12])[CH3:11])[CH:7]=1. Reactant: Cl[C:2]1[CH:7]=[C:6]([Cl:8])[N:5]=[C:4]([NH2:9])[N:3]=1.[CH:10]([NH2:13])([CH3:12])[CH3:11]. The catalyst class is: 5. (2) Reactant: Cl.[Cl:2][C:3]1[CH:33]=[CH:32][C:6]2[CH:7]=[C:8]([S:11]([N:14]3[CH2:19][CH2:18][N:17]([CH2:20][C:21]4([C:27]([O:29][CH3:30])=[O:28])[CH2:26][CH2:25][NH:24][CH2:23][CH2:22]4)[C:16](=[O:31])[CH2:15]3)(=[O:13])=[O:12])[CH2:9][O:10][C:5]=2[CH:4]=1.Cl.Cl[C:36]1[CH:41]=[CH:40][CH:39]=[CH:38][N:37]=1.C(N(CC)CC)C. Product: [Cl:2][C:3]1[CH:33]=[CH:32][C:6]2[CH:7]=[C:8]([S:11]([N:14]3[CH2:19][CH2:18][N:17]([CH2:20][C:21]4([C:27]([O:29][CH3:30])=[O:28])[CH2:26][CH2:25][N:24]([C:40]5[CH:39]=[CH:38][N:37]=[CH:36][CH:41]=5)[CH2:23][CH2:22]4)[C:16](=[O:31])[CH2:15]3)(=[O:13])=[O:12])[CH2:9][O:10][C:5]=2[CH:4]=1. The catalyst class is: 8. (3) Reactant: [NH2:1][C:2]1[CH:11]=[C:10]2[C:5]([C:6](=[O:21])[NH:7][C:8]([CH2:12][C:13]3[CH:18]=[CH:17][C:16]([Cl:19])=[C:15]([Cl:20])[CH:14]=3)=[N:9]2)=[CH:4][CH:3]=1.C(N(C(C)C)CC)(C)C.Cl[C:32]([O:34][CH2:35][C:36]1[CH:41]=[CH:40][CH:39]=[CH:38][CH:37]=1)=[O:33]. Product: [Cl:20][C:15]1[CH:14]=[C:13]([CH:18]=[CH:17][C:16]=1[Cl:19])[CH2:12][C:8]1[NH:7][C:6](=[O:21])[C:5]2[C:10](=[CH:11][C:2]([NH:1][C:32](=[O:33])[O:34][CH2:35][C:36]3[CH:41]=[CH:40][CH:39]=[CH:38][CH:37]=3)=[CH:3][CH:4]=2)[N:9]=1. The catalyst class is: 701. (4) Reactant: C(N(S(F)(F)[F:7])CC)C.[F:10][C:11]1[CH:16]=[CH:15][C:14]([S:17]([C@@:20]2([C:32]3[CH:37]=[CH:36][C:35]([C:38](O)([C:43]([F:46])([F:45])[F:44])[C:39]([F:42])([F:41])[F:40])=[CH:34][CH:33]=3)[CH2:24][CH2:23][N:22]([C:25]([O:27][C:28]([CH3:31])([CH3:30])[CH3:29])=[O:26])[CH2:21]2)(=[O:19])=[O:18])=[CH:13][CH:12]=1. Product: [F:10][C:11]1[CH:16]=[CH:15][C:14]([S:17]([C@@:20]2([C:32]3[CH:37]=[CH:36][C:35]([C:38]([F:7])([C:43]([F:46])([F:45])[F:44])[C:39]([F:41])([F:40])[F:42])=[CH:34][CH:33]=3)[CH2:24][CH2:23][N:22]([C:25]([O:27][C:28]([CH3:29])([CH3:30])[CH3:31])=[O:26])[CH2:21]2)(=[O:18])=[O:19])=[CH:13][CH:12]=1. The catalyst class is: 4. (5) Reactant: [CH:1]1([C:4]2[N:8]([CH3:9])[C:7]3[CH:10]=[C:11]([N:14]4[CH:19]=[CH:18][C:17]([OH:20])=[CH:16][C:15]4=[O:21])[CH:12]=[CH:13][C:6]=3[N:5]=2)[CH2:3][CH2:2]1.[F:22][C:23]1[S:27][C:26]([CH2:28]O)=[CH:25][CH:24]=1.C(P(CCCC)CCCC)CCC.N(C(N1CCCCC1)=O)=NC(N1CCCCC1)=O.[Cl-].[Cl-].[Ca+2]. Product: [CH:1]1([C:4]2[N:8]([CH3:9])[C:7]3[CH:10]=[C:11]([N:14]4[CH:19]=[CH:18][C:17]([O:20][CH2:28][C:26]5[S:27][C:23]([F:22])=[CH:24][CH:25]=5)=[CH:16][C:15]4=[O:21])[CH:12]=[CH:13][C:6]=3[N:5]=2)[CH2:2][CH2:3]1. The catalyst class is: 1. (6) Reactant: [CH3:1][CH:2]([OH:4])[CH3:3].[Na].Cl[C:7]1[C:8]([C:13]([OH:15])=[O:14])=[N:9][CH:10]=[CH:11][CH:12]=1. Product: [CH:2]([O:4][C:7]1[C:8]([C:13]([OH:15])=[O:14])=[N:9][CH:10]=[CH:11][CH:12]=1)([CH3:3])[CH3:1]. The catalyst class is: 1. (7) Reactant: CS(O)(=O)=O.[N:6]1[CH:11]=[CH:10][CH:9]=[C:8]([CH:12]2[CH2:17][CH2:16][CH2:15][CH2:14][N:13]2[S:18]([C:21]2[CH:26]=[CH:25][C:24]([NH:27]C(=O)C)=[CH:23][CH:22]=2)(=[O:20])=[O:19])[CH:7]=1.C(=O)(O)[O-].[Na+]. The catalyst class is: 5. Product: [N:6]1[CH:11]=[CH:10][CH:9]=[C:8]([CH:12]2[CH2:17][CH2:16][CH2:15][CH2:14][N:13]2[S:18]([C:21]2[CH:22]=[CH:23][C:24]([NH2:27])=[CH:25][CH:26]=2)(=[O:20])=[O:19])[CH:7]=1. (8) Reactant: I[C:2]1[CH:7]=[CH:6][N:5]=[CH:4][CH:3]=1.[Li]CCCC.CCCCCC.[NH:19]1[CH:23]=[C:22]([C:24]2[S:25][C:26]([C:29](=[O:32])[CH2:30][CH3:31])=[CH:27][N:28]=2)[CH:21]=[N:20]1. Product: [NH:20]1[CH:21]=[C:22]([C:24]2[S:25][C:26]([C:29]([C:2]3[CH:7]=[CH:6][N:5]=[CH:4][CH:3]=3)([OH:32])[CH2:30][CH3:31])=[CH:27][N:28]=2)[CH:23]=[N:19]1. The catalyst class is: 1. (9) The catalyst class is: 4. Product: [O:1]1[CH2:5][CH2:4][O:3][CH:2]1[CH2:6][CH2:7][C:8]1([C:10]2[CH:15]=[CH:14][C:13]([F:16])=[CH:12][CH:11]=2)[C:17]2[C:18](=[CH:19][C:20]([C:21]#[N:22])=[CH:23][CH:24]=2)[CH2:25][O:9]1. Reactant: [O:1]1[CH2:5][CH2:4][O:3][CH:2]1[CH2:6][CH2:7][C:8]([C:17]1[CH:24]=[CH:23][C:20]([C:21]#[N:22])=[CH:19][C:18]=1[CH2:25]O)([C:10]1[CH:15]=[CH:14][C:13]([F:16])=[CH:12][CH:11]=1)[OH:9].C(N(CC)CC)C.CS(Cl)(=O)=O. (10) Reactant: [CH3:1][N:2]1[CH2:15][CH2:14][C:5]2[NH:6][C:7]3[CH:8]=[CH:9][C:10]([CH3:13])=[CH:11][C:12]=3[C:4]=2[CH2:3]1.[H-].[Na+].[CH3:18][N:19]1[CH:23]=[C:22]([CH:24]2[CH2:26][O:25]2)[CH:21]=[N:20]1. Product: [CH3:1][N:2]1[CH2:15][CH2:14][C:5]2[N:6]([CH2:26][CH:24]([C:22]3[CH:21]=[N:20][N:19]([CH3:18])[CH:23]=3)[OH:25])[C:7]3[CH:8]=[CH:9][C:10]([CH3:13])=[CH:11][C:12]=3[C:4]=2[CH2:3]1. The catalyst class is: 3.